Dataset: Reaction yield outcomes from USPTO patents with 853,638 reactions. Task: Predict the reaction yield, written as a fraction of the theoretical maximum amount of product (1.0 means a 100% yield; for example, 0.34 means a 34% yield). The reactants are [CH3:1][C:2]1([CH3:10])[C:5](=[O:6])[C:4]([CH3:8])([CH3:7])[C:3]1=[O:9].[OH:11][CH2:12][C:13]([CH3:17])([CH2:15]O)[CH3:14].C(=O)([O-])[O-:19].[K+].[K+]. The catalyst is C(Cl)Cl. The yield is 0.963. The product is [CH3:10][C:2]([CH3:1])([C:3](=[O:9])[CH:4]([CH3:7])[CH3:8])[C:5]([O:6][CH2:14][C:13]([CH3:17])([CH3:15])[CH2:12][OH:11])=[O:19].